Dataset: Forward reaction prediction with 1.9M reactions from USPTO patents (1976-2016). Task: Predict the product of the given reaction. (1) Given the reactants Br[C:2]1[CH:7]=[CH:6][C:5]([S:8]([N:11]2[CH2:15][CH2:14][CH2:13][CH:12]2[CH2:16][O:17][Si:18]([C:21]([CH3:24])([CH3:23])[CH3:22])([CH3:20])[CH3:19])(=[O:10])=[O:9])=[CH:4][CH:3]=1.[B:25](OC(C)C)([O:30]C(C)C)[O:26]C(C)C.[Li]CCCC.Cl, predict the reaction product. The product is: [Si:18]([O:17][CH2:16][C@H:12]1[CH2:13][CH2:14][CH2:15][N:11]1[S:8]([C:5]1[CH:6]=[CH:7][C:2]([B:25]([OH:30])[OH:26])=[CH:3][CH:4]=1)(=[O:10])=[O:9])([C:21]([CH3:24])([CH3:23])[CH3:22])([CH3:20])[CH3:19]. (2) Given the reactants [OH:1][C:2]1[CH:3]=[C:4]([CH:7]=[CH:8][CH:9]=1)[CH:5]=[O:6].[N+:10]([CH3:13])([O-:12])=[O:11].[F-].C([N+](CCCC)(CCCC)CCCC)CCC, predict the reaction product. The product is: [OH:6][CH:5]([C:4]1[CH:3]=[C:2]([OH:1])[CH:9]=[CH:8][CH:7]=1)[CH2:13][N+:10]([O-:12])=[O:11]. (3) Given the reactants [F:1][C:2]1[CH:3]=[C:4]([C:10]2[N:11]=[C:12](SC)[C:13]3[CH:18]=[CH:17][N:16]([C:19]4[CH:24]=[CH:23][C:22]([CH2:25][C:26]([O:28][C:29]([CH3:32])([CH3:31])[CH3:30])=[O:27])=[CH:21][CH:20]=4)[C:14]=3[N:15]=2)[CH:5]=[CH:6][C:7]=1[O:8][CH3:9].[C:35](O)(=O)C.O.C(O)C.O[O:44][S:45]([O-:47])=O.[K+], predict the reaction product. The product is: [F:1][C:2]1[CH:3]=[C:4]([C:10]2[N:11]=[C:12]([S:45]([CH3:35])(=[O:47])=[O:44])[C:13]3[CH:18]=[CH:17][N:16]([C:19]4[CH:24]=[CH:23][C:22]([CH2:25][C:26]([O:28][C:29]([CH3:32])([CH3:31])[CH3:30])=[O:27])=[CH:21][CH:20]=4)[C:14]=3[N:15]=2)[CH:5]=[CH:6][C:7]=1[O:8][CH3:9]. (4) Given the reactants O.[NH2:2][NH2:3].CO[C:6]([C:8]([NH:10][C:11]1[CH:28]=[CH:27][C:14]([O:15][C@H:16]2[CH2:21][CH2:20][C@H:19]([C:22]([O:24][CH2:25][CH3:26])=[O:23])[CH2:18][CH2:17]2)=[CH:13][C:12]=1[N+:29]([O-:31])=[O:30])=[O:9])=[O:7], predict the reaction product. The product is: [NH:2]([C:6]([C:8]([NH:10][C:11]1[CH:28]=[CH:27][C:14]([O:15][C@H:16]2[CH2:21][CH2:20][C@H:19]([C:22]([O:24][CH2:25][CH3:26])=[O:23])[CH2:18][CH2:17]2)=[CH:13][C:12]=1[N+:29]([O-:31])=[O:30])=[O:9])=[O:7])[NH2:3]. (5) Given the reactants C([O:5][C:6]([N:8]1[C@H:13]([C:14](=[O:26])[NH:15][C:16]2[CH:21]=[C:20]([C:22]([OH:24])=[O:23])[CH:19]=[C:18]([Br:25])[CH:17]=2)[CH2:12][C@@H:11]2[C@H:9]1[CH2:10]2)=O)(C)(C)C.[N:27]([C:30]1[C:38]2[C:33](=[CH:34][CH:35]=[C:36]([O:39][CH3:40])[CH:37]=2)[N:32]([C:41]([NH2:43])=[O:42])[CH:31]=1)=C=O, predict the reaction product. The product is: [Br:25][C:18]1[CH:19]=[C:20]([CH:21]=[C:16]([NH:15][C:14]([C@@H:13]2[CH2:12][C@@H:11]3[C@@H:9]([CH2:10]3)[N:8]2[C:6](=[O:5])[NH:27][C:30]2[C:38]3[C:33](=[CH:34][CH:35]=[C:36]([O:39][CH3:40])[CH:37]=3)[N:32]([C:41](=[O:42])[NH2:43])[CH:31]=2)=[O:26])[CH:17]=1)[C:22]([OH:24])=[O:23]. (6) Given the reactants C1(OC([N:10]2[CH2:15][CH2:14][C:13]([CH3:26])([C:16]3[CH:21]=[CH:20][CH:19]=[C:18]([O:22]C(C)C)[CH:17]=3)[CH2:12][CH2:11]2)=O)C=CC=CC=1.Br.C(O)(=O)C, predict the reaction product. The product is: [OH:22][C:18]1[CH:17]=[C:16]([C:13]2([CH3:26])[CH2:14][CH2:15][NH:10][CH2:11][CH2:12]2)[CH:21]=[CH:20][CH:19]=1.